Task: Predict the reactants needed to synthesize the given product.. Dataset: Full USPTO retrosynthesis dataset with 1.9M reactions from patents (1976-2016) Given the product [Cl:1][C:2]1[C:3]([F:27])=[C:4]([CH:24]=[CH:25][CH:26]=1)[NH:5][C:6]1[C:15]2[C:10](=[CH:11][C:12]([O:22][CH3:23])=[C:13]([O:16][C@@H:17]3[CH2:21][CH2:20][N:19]([C:28](=[O:30])[CH3:29])[CH2:18]3)[CH:14]=2)[N:9]=[CH:8][N:7]=1, predict the reactants needed to synthesize it. The reactants are: [Cl:1][C:2]1[C:3]([F:27])=[C:4]([CH:24]=[CH:25][CH:26]=1)[NH:5][C:6]1[C:15]2[C:10](=[CH:11][C:12]([O:22][CH3:23])=[C:13]([O:16][C@@H:17]3[CH2:21][CH2:20][NH:19][CH2:18]3)[CH:14]=2)[N:9]=[CH:8][N:7]=1.[C:28](OC(=O)C)(=[O:30])[CH3:29].